From a dataset of Reaction yield outcomes from USPTO patents with 853,638 reactions. Predict the reaction yield, written as a fraction of the theoretical maximum amount of product (1.0 means a 100% yield; for example, 0.34 means a 34% yield). (1) The reactants are CC([O:5]O)(C)C.[C:7]1(=[CH:13][CH2:14][OH:15])[CH2:12][CH2:11][CH2:10][CH2:9][CH2:8]1. The catalyst is C(Cl)Cl. The product is [O:5]1[C:7]2([CH2:12][CH2:11][CH2:10][CH2:9][CH2:8]2)[C@@H:13]1[CH2:14][OH:15]. The yield is 0.830. (2) The reactants are [NH3:1].[NH2:2][C:3]1[C:4]([C:10]([O:12]C)=O)=[N:5][C:6]([I:9])=[CH:7][N:8]=1. The catalyst is O.CO. The product is [NH2:2][C:3]1[C:4]([C:10]([NH2:1])=[O:12])=[N:5][C:6]([I:9])=[CH:7][N:8]=1. The yield is 0.880. (3) The reactants are FC(F)(F)C(O)=O.[CH3:8][O:9][C:10](=[O:53])[CH:11]([C:13]1[CH:18]=[CH:17][C:16]([C:19]2[CH:24]=[CH:23][C:22]([C:25]([C:30]3[CH:35]=[CH:34][C:33]([CH2:36][CH2:37][CH:38]([O:43][Si](C(C)(C)C)(C)C)[C:39]([CH3:42])([CH3:41])[CH3:40])=[C:32]([CH3:51])[CH:31]=3)([CH2:28][CH3:29])[CH2:26][CH3:27])=[CH:21][C:20]=2[CH3:52])=[CH:15][CH:14]=1)[OH:12]. The catalyst is ClCCl. The product is [CH3:8][O:9][C:10](=[O:53])[CH:11]([C:13]1[CH:14]=[CH:15][C:16]([C:19]2[CH:24]=[CH:23][C:22]([C:25]([CH2:26][CH3:27])([C:30]3[CH:35]=[CH:34][C:33]([CH2:36][CH2:37][CH:38]([OH:43])[C:39]([CH3:41])([CH3:42])[CH3:40])=[C:32]([CH3:51])[CH:31]=3)[CH2:28][CH3:29])=[CH:21][C:20]=2[CH3:52])=[CH:17][CH:18]=1)[OH:12]. The yield is 0.860. (4) The reactants are [Cl:1][C:2]1[CH:9]=[CH:8][C:5]([C:6]#[N:7])=[C:4]([O:10][C:11]2[CH:16]=[CH:15][CH:14]=[C:13]([CH:17]=O)[CH:12]=2)[CH:3]=1.[NH:19]1[CH2:23][CH2:22][CH2:21][CH2:20]1.C([BH3-])#N.[Na+].[C:28]([OH:35])(=[O:34])/[CH:29]=[CH:30]/[C:31]([OH:33])=[O:32]. The catalyst is C(O)(=O)C.CO. The product is [C:28]([OH:35])(=[O:34])/[CH:29]=[CH:30]/[C:31]([OH:33])=[O:32].[Cl:1][C:2]1[CH:9]=[CH:8][C:5]([C:6]#[N:7])=[C:4]([O:10][C:11]2[CH:16]=[CH:15][CH:14]=[C:13]([CH2:17][N:19]3[CH2:23][CH2:22][CH2:21][CH2:20]3)[CH:12]=2)[CH:3]=1. The yield is 0.350.